Dataset: Full USPTO retrosynthesis dataset with 1.9M reactions from patents (1976-2016). Task: Predict the reactants needed to synthesize the given product. (1) Given the product [Cl:1][C:2]1[CH:3]=[CH:4][C:5]([O:13][C:15]2[C:24]3[C:19](=[CH:20][C:21]([O:27][CH3:28])=[C:22]([O:25][CH3:26])[CH:23]=3)[N:18]=[CH:17][CH:16]=2)=[C:6]([CH:12]=1)[C:7]([O:9][CH2:10][CH3:11])=[O:8], predict the reactants needed to synthesize it. The reactants are: [Cl:1][C:2]1[CH:12]=[C:6]([C:7]([O:9][CH2:10][CH3:11])=[O:8])[C:5]([OH:13])=[CH:4][CH:3]=1.Cl[C:15]1[C:24]2[C:19](=[CH:20][C:21]([O:27][CH3:28])=[C:22]([O:25][CH3:26])[CH:23]=2)[N:18]=[CH:17][CH:16]=1. (2) Given the product [CH3:13][C:11]1[C:10]([CH2:14][C:15]([O:17][CH3:18])=[O:16])=[C:9]([N:19]2[CH2:20][CH2:21][CH2:22][CH2:23]2)[N:8]=[C:7]([CH2:6][C:5]2[CH:4]=[CH:3][C:2]([NH:1][C:69]([C:60]3[CH:61]=[CH:62][C:63]4[C:68](=[CH:67][CH:66]=[CH:65][CH:64]=4)[CH:59]=3)=[O:70])=[CH:25][CH:24]=2)[N:12]=1, predict the reactants needed to synthesize it. The reactants are: [NH2:1][C:2]1[CH:25]=[CH:24][C:5]([CH2:6][C:7]2[N:12]=[C:11]([CH3:13])[C:10]([CH2:14][C:15]([O:17][CH3:18])=[O:16])=[C:9]([N:19]3[CH2:23][CH2:22][CH2:21][CH2:20]3)[N:8]=2)=[CH:4][CH:3]=1.C1CN([P+](ON2N=NC3C=CC=CC2=3)(N2CCCC2)N2CCCC2)CC1.F[P-](F)(F)(F)(F)F.[CH:59]1[C:68]2[C:63](=[CH:64][CH:65]=[CH:66][CH:67]=2)[CH:62]=[CH:61][C:60]=1[C:69](O)=[O:70].C(N(CC)C(C)C)(C)C. (3) The reactants are: Cl[C:2]1[CH:7]=[C:6]([Cl:8])[N:5]=[CH:4][N:3]=1.[N:9]1([C:15]([O:17][CH2:18][CH:19]([CH3:21])[CH3:20])=[O:16])[CH2:14][CH2:13][NH:12][CH2:11][CH2:10]1.C(N(CC)CC)C.CN(C=O)C. Given the product [Cl:8][C:6]1[N:5]=[CH:4][N:3]=[C:2]([N:12]2[CH2:11][CH2:10][N:9]([C:15]([O:17][CH2:18][CH:19]([CH3:21])[CH3:20])=[O:16])[CH2:14][CH2:13]2)[CH:7]=1, predict the reactants needed to synthesize it.